From a dataset of CYP2C9 inhibition data for predicting drug metabolism from PubChem BioAssay. Regression/Classification. Given a drug SMILES string, predict its absorption, distribution, metabolism, or excretion properties. Task type varies by dataset: regression for continuous measurements (e.g., permeability, clearance, half-life) or binary classification for categorical outcomes (e.g., BBB penetration, CYP inhibition). Dataset: cyp2c9_veith. (1) The drug is CC(C)(CCP(=O)(O)O)C(=O)O. The result is 0 (non-inhibitor). (2) The molecule is O=[N+]([O-])c1ccc(C[As](=O)(O)O)cc1. The result is 0 (non-inhibitor). (3) The molecule is O=S(=O)(c1ccccc1)N1CCC2(CCN(c3ccc(-c4ccccc4)cc3)CC2)CC1. The result is 1 (inhibitor). (4) The compound is COCCn1c(=O)cnc2cnc(OCc3ccccc3)nc21. The result is 0 (non-inhibitor). (5) The drug is O=C1OCCN1/N=C\c1ccc([N+](=O)[O-])o1. The result is 0 (non-inhibitor). (6) The molecule is NCCCC[C@H](N[C@@H](CCc1ccccc1)C(=O)O)C(=O)N1CCC[C@H]1C(=O)O.O.O. The result is 0 (non-inhibitor).